Dataset: Forward reaction prediction with 1.9M reactions from USPTO patents (1976-2016). Task: Predict the product of the given reaction. (1) Given the reactants [F:1][C:2]1[CH:38]=[CH:37][C:5]2[N:6]=[C:7]([C:9]3[CH:36]=[CH:35][C:12]([C:13]([N:15]4[CH2:20][CH2:19][N:18]([C:21]([C:23]5([NH:26]C(=O)OC(C)(C)C)[CH2:25][CH2:24]5)=[O:22])[C@@H:17]([CH3:34])[CH2:16]4)=[O:14])=[CH:11][CH:10]=3)[O:8][C:4]=2[CH:3]=1.ClCCl, predict the reaction product. The product is: [NH2:26][C:23]1([C:21]([N:18]2[CH2:19][CH2:20][N:15]([C:13]([C:12]3[CH:35]=[CH:36][C:9]([C:7]4[O:8][C:4]5[CH:3]=[C:2]([F:1])[CH:38]=[CH:37][C:5]=5[N:6]=4)=[CH:10][CH:11]=3)=[O:14])[CH2:16][C@@H:17]2[CH3:34])=[O:22])[CH2:24][CH2:25]1. (2) Given the reactants [Cl:1][C:2]1[CH:7]=[CH:6][C:5]([S:8]([N:11]([CH2:33][C:34]2[CH:45]=[CH:44][C:37]([C:38]([NH:40][CH:41]3[CH2:43][CH2:42]3)=[O:39])=[CH:36][CH:35]=2)[CH:12]2[C:18]([CH3:20])([CH3:19])[CH2:17][CH2:16][CH2:15][N:14](CC3C=CC(OC)=CC=3OC)[C:13]2=[O:32])(=[O:10])=[O:9])=[CH:4][CH:3]=1, predict the reaction product. The product is: [Cl:1][C:2]1[CH:7]=[CH:6][C:5]([S:8]([N:11]([CH2:33][C:34]2[CH:35]=[CH:36][C:37]([C:38]([NH:40][CH:41]3[CH2:43][CH2:42]3)=[O:39])=[CH:44][CH:45]=2)[CH:12]2[C:18]([CH3:20])([CH3:19])[CH2:17][CH2:16][CH2:15][NH:14][C:13]2=[O:32])(=[O:9])=[O:10])=[CH:4][CH:3]=1. (3) Given the reactants [C:1]([N:8]1[CH:12]=CN=C1)([N:3]1[CH:7]=[CH:6][N:5]=[CH:4]1)=[O:2].CC1N=C(N)[S:17][C:18]=1[C:19]1[CH:24]=[CH:23][N:22]=[CH:21][CH:20]=1, predict the reaction product. The product is: [CH3:12][NH:8][C:1]([NH:3][C:4]1[S:17][C:18]([C:19]2[CH:24]=[CH:23][N:22]=[CH:21][CH:20]=2)=[C:6]([CH3:7])[N:5]=1)=[O:2]. (4) Given the reactants [Cl:1][C:2]1[CH:3]=[CH:4][C:5]([C:12]#[N:13])=[C:6]([NH:8][C:9](=[O:11])[CH3:10])[CH:7]=1.CC(C)([O-])C.[K+].[C:20]([O:23][CH2:24][CH2:25]Br)(=[O:22])[CH3:21].C(OCC)(=O)C, predict the reaction product. The product is: [CH2:24]([O:23][C:20]([C:21]1[N:8]([C:9](=[O:11])[CH3:10])[C:6]2[C:5]([C:12]=1[NH2:13])=[CH:4][CH:3]=[C:2]([Cl:1])[CH:7]=2)=[O:22])[CH3:25]. (5) Given the reactants Cl.[N+:2]([C:5]1[CH:10]=[CH:9][CH:8]=[CH:7][C:6]=1[CH2:11][NH2:12])([O-:4])=[O:3].C(=O)([O-])O.[Na+], predict the reaction product. The product is: [N+:2]([C:5]1[CH:10]=[CH:9][CH:8]=[CH:7][C:6]=1[CH2:11][NH2:12])([O-:4])=[O:3]. (6) Given the reactants [Br:1][C:2]1[C:10]2[N:9]=[C:8]([C:11]3[CH:16]=[CH:15][C:14]([CH:17]([CH3:19])[CH3:18])=[CH:13][CH:12]=3)[N:7]([CH2:20][CH2:21][O:22][CH3:23])[C:6]=2[C:5]([O:24][CH3:25])=[CH:4][C:3]=1[CH2:26][OH:27].[CH3:28][S:29](Cl)(=[O:31])=[O:30].CCN(C(C)C)C(C)C, predict the reaction product. The product is: [Br:1][C:2]1[C:10]2[N:9]=[C:8]([C:11]3[CH:12]=[CH:13][C:14]([CH:17]([CH3:19])[CH3:18])=[CH:15][CH:16]=3)[N:7]([CH2:20][CH2:21][O:22][CH3:23])[C:6]=2[C:5]([O:24][CH3:25])=[CH:4][C:3]=1[CH2:26][O:27][S:29]([CH3:28])(=[O:31])=[O:30]. (7) Given the reactants [CH3:1][O:2][C:3](=[O:22])[C:4]1[CH:9]=[C:8]([F:10])[C:7]([F:11])=[C:6]([O:12][CH2:13][C:14]([O:16]C(C)(C)C)=[O:15])[C:5]=1[F:21].FC(F)(F)C(O)=O, predict the reaction product. The product is: [CH3:1][O:2][C:3](=[O:22])[C:4]1[CH:9]=[C:8]([F:10])[C:7]([F:11])=[C:6]([O:12][CH2:13][C:14]([OH:16])=[O:15])[C:5]=1[F:21].